Dataset: Reaction yield outcomes from USPTO patents with 853,638 reactions. Task: Predict the reaction yield, written as a fraction of the theoretical maximum amount of product (1.0 means a 100% yield; for example, 0.34 means a 34% yield). The reactants are [C:1]1([CH2:7][C:8](Cl)=[O:9])[CH:6]=[CH:5][CH:4]=[CH:3][CH:2]=1.[S-:11][C:12]#[N:13].[K+].[NH2:15][C:16]1[CH:37]=[CH:36][C:19]([O:20][C:21]2[CH:26]=[CH:25][N:24]=[C:23]([NH:27][C:28]([N:30]3[CH2:35][CH2:34][O:33][CH2:32][CH2:31]3)=[O:29])[CH:22]=2)=[C:18]([CH3:38])[CH:17]=1.CN(C)C=O. The catalyst is C(#N)C.C(OCC)C.C(O)C. The product is [CH3:38][C:18]1[CH:17]=[C:16]([NH:15][C:12]([NH:13][C:8](=[O:9])[CH2:7][C:1]2[CH:6]=[CH:5][CH:4]=[CH:3][CH:2]=2)=[S:11])[CH:37]=[CH:36][C:19]=1[O:20][C:21]1[CH:26]=[CH:25][N:24]=[C:23]([NH:27][C:28]([N:30]2[CH2:35][CH2:34][O:33][CH2:32][CH2:31]2)=[O:29])[CH:22]=1. The yield is 0.310.